Dataset: Full USPTO retrosynthesis dataset with 1.9M reactions from patents (1976-2016). Task: Predict the reactants needed to synthesize the given product. (1) Given the product [F:29][C:21]1[CH:22]=[C:23]([B:26]([OH:28])[OH:27])[CH:24]=[CH:25][C:20]=1[C:17](=[O:18])[NH:1][CH2:2][CH2:3][CH2:4][CH2:5][CH2:6][CH2:7][CH2:8][CH2:9][CH2:10][CH2:11][CH2:12][C:13]([O:15][CH3:16])=[O:14], predict the reactants needed to synthesize it. The reactants are: [NH2:1][CH2:2][CH2:3][CH2:4][CH2:5][CH2:6][CH2:7][CH2:8][CH2:9][CH2:10][CH2:11][CH2:12][C:13]([O:15][CH3:16])=[O:14].[C:17]([C:20]1[CH:25]=[CH:24][C:23]([B:26]([OH:28])[OH:27])=[CH:22][C:21]=1[F:29])(O)=[O:18].CN(C(ON1N=NC2C=CC=CC1=2)=[N+](C)C)C.[B-](F)(F)(F)F.CO. (2) The reactants are: [Cl:1][C:2]1[C:7]([C:8]([O:10][CH3:11])=[O:9])=[C:6]([NH:12]CC2C=CC(OC)=CC=2)[C:5]([N+:22]([O-:24])=[O:23])=[CH:4][CH:3]=1.C(O)(C(F)(F)F)=O.C([O-])(O)=O.[Na+]. Given the product [NH2:12][C:6]1[C:5]([N+:22]([O-:24])=[O:23])=[CH:4][CH:3]=[C:2]([Cl:1])[C:7]=1[C:8]([O:10][CH3:11])=[O:9], predict the reactants needed to synthesize it. (3) Given the product [Cl:1][C:2]1[CH:3]=[C:4]([C:9]2([C:24]([F:25])([F:27])[F:26])[S:13][N:12]=[C:11]([C:14]3[CH:22]=[CH:21][C:17]([C:18]([NH:20]/[CH:28]=[N:40]/[O:39][CH2:37][CH3:38])=[O:19])=[C:16]([CH3:23])[CH:15]=3)[CH2:10]2)[CH:5]=[C:6]([Cl:8])[CH:7]=1, predict the reactants needed to synthesize it. The reactants are: [Cl:1][C:2]1[CH:3]=[C:4]([C:9]2([C:24]([F:27])([F:26])[F:25])[S:13][N:12]=[C:11]([C:14]3[CH:22]=[CH:21][C:17]([C:18]([NH2:20])=[O:19])=[C:16]([CH3:23])[CH:15]=3)[CH2:10]2)[CH:5]=[C:6]([Cl:8])[CH:7]=1.[CH3:28]OC(OC)N(C)C.Cl.[CH2:37]([O:39][NH2:40])[CH3:38].[OH-].[Na+].